This data is from Reaction yield outcomes from USPTO patents with 853,638 reactions. The task is: Predict the reaction yield, written as a fraction of the theoretical maximum amount of product (1.0 means a 100% yield; for example, 0.34 means a 34% yield). The reactants are [Cl:1][C:2]1[CH:3]=[C:4]([CH2:9][CH2:10][C:11]([CH:13]2[CH2:17][CH2:16][CH2:15][CH2:14]2)=[O:12])[CH:5]=[CH:6][C:7]=1[OH:8].CN(C=O)C.CC#N.C([O-])([O-])=O.[K+].[K+].Br[CH2:33][CH:34]1[CH2:36][CH2:35]1. The catalyst is CN(C=O)C. The product is [Cl:1][C:2]1[CH:3]=[C:4]([CH2:9][CH2:10][C:11]([CH:13]2[CH2:17][CH2:16][CH2:15][CH2:14]2)=[O:12])[CH:5]=[CH:6][C:7]=1[O:8][CH2:33][CH:34]1[CH2:36][CH2:35]1. The yield is 0.960.